From a dataset of Forward reaction prediction with 1.9M reactions from USPTO patents (1976-2016). Predict the product of the given reaction. The product is: [F:18][C:19]([F:30])([F:29])[C:20]([NH:8][CH2:9][CH2:10][CH2:11][CH2:12][CH2:13][C:14]([OH:16])=[O:15])=[O:21]. Given the reactants N1C=CC=CC=1.Cl.[NH2:8][CH2:9][CH2:10][CH2:11][CH2:12][CH2:13][C:14]([O:16]C)=[O:15].[F:18][C:19]([F:30])([F:29])[C:20](O[C:20](=[O:21])[C:19]([F:30])([F:29])[F:18])=[O:21].C(Cl)(Cl)Cl, predict the reaction product.